Dataset: Forward reaction prediction with 1.9M reactions from USPTO patents (1976-2016). Task: Predict the product of the given reaction. (1) Given the reactants [F:1][C:2]([F:19])([F:18])[C:3]1[CH:4]=[C:5]([O:9][C:10]2[CH:11]=[C:12]([CH:15]=[CH:16][CH:17]=2)[C:13]#[N:14])[CH:6]=[CH:7][CH:8]=1.C1COCC1.[H-].[Al+3].[Li+].[H-].[H-].[H-].[OH-].[Na+], predict the reaction product. The product is: [F:1][C:2]([F:18])([F:19])[C:3]1[CH:4]=[C:5]([O:9][C:10]2[CH:11]=[C:12]([CH:15]=[CH:16][CH:17]=2)[CH2:13][NH2:14])[CH:6]=[CH:7][CH:8]=1. (2) Given the reactants [CH:1]([C:4]1[CH:5]=[C:6]([CH:15]=[CH:16][C:17]([O:19][CH3:20])=[O:18])[CH:7]=[C:8]([CH:12]([CH3:14])[CH3:13])[C:9]=1[O:10]C)([CH3:3])[CH3:2].B(Br)(Br)Br.C(OCC)C.CCCCCC, predict the reaction product. The product is: [CH3:20][O:19][C:17](/[CH:16]=[CH:15]/[C:6]1[CH:7]=[C:8]([CH:12]([CH3:14])[CH3:13])[C:9]([OH:10])=[C:4]([CH:1]([CH3:3])[CH3:2])[CH:5]=1)=[O:18]. (3) The product is: [Cl:25][C:26]1[S:30][C:29]([CH:31]=[CH:32][S:33]([NH:1][N:2]2[CH2:7][CH2:6][CH2:5][N:4]([C:8]3[CH:13]=[CH:12][C:11]([N:14]4[CH:18]=[CH:17][N:16]=[C:15]4[CH2:19][N:20]([CH3:21])[CH3:22])=[CH:10][C:9]=3[F:23])[C:3]2=[O:24])(=[O:35])=[O:34])=[CH:28][CH:27]=1. Given the reactants [NH2:1][N:2]1[CH2:7][CH2:6][CH2:5][N:4]([C:8]2[CH:13]=[CH:12][C:11]([N:14]3[CH:18]=[CH:17][N:16]=[C:15]3[CH2:19][N:20]([CH3:22])[CH3:21])=[CH:10][C:9]=2[F:23])[C:3]1=[O:24].[Cl:25][C:26]1[S:30][C:29]([CH:31]=[CH:32][S:33](Cl)(=[O:35])=[O:34])=[CH:28][CH:27]=1, predict the reaction product. (4) Given the reactants [F:1][C:2]([F:16])([C:8]1(O)[CH2:13][CH2:12][CH:11]([CH3:14])[CH2:10][CH2:9]1)[C:3]([O:5][CH2:6][CH3:7])=[O:4].S(Cl)(Cl)=O.C(=O)(O)[O-].[Na+], predict the reaction product. The product is: [F:1][C:2]([F:16])([C:8]1[CH2:13][CH2:12][CH:11]([CH3:14])[CH2:10][CH:9]=1)[C:3]([O:5][CH2:6][CH3:7])=[O:4]. (5) Given the reactants CO[C:3](=[O:18])[C:4]([C:8](=[O:17])[C:9]1[CH:14]=[CH:13][C:12]([CH3:15])=[C:11]([CH3:16])[CH:10]=1)=[CH:5]OC.[CH3:19][C:20]1[CH:21]=[CH:22][C:23]([NH2:27])=[N:24][C:25]=1[CH3:26].C1(OC2C=CC=CC=2)C=CC=CC=1, predict the reaction product. The product is: [CH3:16][C:11]1[CH:10]=[C:9]([CH:14]=[CH:13][C:12]=1[CH3:15])[C:8]([C:4]1[C:3](=[O:18])[C:22]2[C:23](=[N:24][C:25]([CH3:26])=[C:20]([CH3:19])[CH:21]=2)[NH:27][CH:5]=1)=[O:17]. (6) Given the reactants [CH3:1][N:2]([CH3:22])[CH:3]1[C:11]2[C:6](=[CH:7][CH:8]=[C:9]([C:12]3[N:13]([CH3:21])[N:14]=[C:15]4[C:20]=3[CH2:19]CC[CH2:16]4)[CH:10]=2)[CH2:5][CH2:4]1.F[C:24](F)(F)S(OC1N(CC)N=C(C)C=1C)(=O)=O.CN(C)C1C2C(=CC=C(B3OC(C)(C)C(C)(C)O3)C=2)CC1.C([O-])([O-])=O.[Na+].[Na+], predict the reaction product. The product is: [CH2:21]([N:13]1[C:12]([C:9]2[CH:10]=[C:11]3[C:6]([CH2:5][CH2:4][CH:3]3[N:2]([CH3:1])[CH3:22])=[CH:7][CH:8]=2)=[C:20]([CH3:19])[C:15]([CH3:16])=[N:14]1)[CH3:24].